Dataset: Catalyst prediction with 721,799 reactions and 888 catalyst types from USPTO. Task: Predict which catalyst facilitates the given reaction. Reactant: [CH2:1]([O:3][C:4]([NH:6][C:7]1[CH:8]=[C:9]([CH:28]=[CH:29][CH:30]=1)[CH2:10][N:11]1[C:16](=[O:17])[CH:15]=[CH:14][C:13]([C:18]2[CH:19]=[C:20](CC(O)=O)[CH:21]=[CH:22][CH:23]=2)=[N:12]1)=[O:5])[CH3:2].[C:31]([O:35][C:36]([NH:38][CH2:39][CH2:40][CH2:41][CH2:42][NH2:43])=[O:37])([CH3:34])([CH3:33])[CH3:32].CN1CC[O:48][CH2:47][CH2:46]1.ON1C2C=CC=CC=2N=N1.Cl.CN(C)CCCN=C=NCC. Product: [CH2:1]([O:3][C:4](=[O:5])[NH:6][C:7]1[CH:30]=[CH:29][CH:28]=[C:9]([CH2:10][N:11]2[C:16](=[O:17])[CH:15]=[CH:14][C:13]([C:18]3[CH:23]=[CH:22][C:21]([CH2:46][C:47](=[O:48])[NH:43][CH2:42][CH2:41][CH2:40][CH2:39][NH:38][C:36]([O:35][C:31]([CH3:34])([CH3:33])[CH3:32])=[O:37])=[CH:20][CH:19]=3)=[N:12]2)[CH:8]=1)[CH3:2]. The catalyst class is: 3.